From a dataset of Full USPTO retrosynthesis dataset with 1.9M reactions from patents (1976-2016). Predict the reactants needed to synthesize the given product. Given the product [Cl:21][C:22]1[CH:29]=[CH:28][C:25]([CH2:26][N:18]2[CH2:19][CH2:20][C:14]3([O:13][N:12]=[C:11]([C:8]4[CH:9]=[CH:10][C:5]([C:2]([OH:4])=[O:3])=[CH:6][CH:7]=4)[CH2:15]3)[CH2:16][CH2:17]2)=[CH:24][C:23]=1[O:30][C:31]([F:32])([F:34])[F:33], predict the reactants needed to synthesize it. The reactants are: Cl.[C:2]([C:5]1[CH:10]=[CH:9][C:8]([C:11]2[CH2:15][C:14]3([CH2:20][CH2:19][NH:18][CH2:17][CH2:16]3)[O:13][N:12]=2)=[CH:7][CH:6]=1)([OH:4])=[O:3].[Cl:21][C:22]1[CH:29]=[CH:28][C:25]([CH:26]=O)=[CH:24][C:23]=1[O:30][C:31]([F:34])([F:33])[F:32].